Dataset: Full USPTO retrosynthesis dataset with 1.9M reactions from patents (1976-2016). Task: Predict the reactants needed to synthesize the given product. (1) Given the product [C:18]([O:22][C:23]([N:25]1[CH2:29][CH:28]([O:30][C:31]2[CH:32]=[CH:33][CH:34]=[CH:35][CH:36]=2)[CH:27]2[N:37]([C:40](=[O:46])[CH:41]([NH:45][C:14](=[O:16])[CH:12]([N:11]([C:1]([O:3][CH2:4][C:5]3[CH:6]=[CH:7][CH:8]=[CH:9][CH:10]=3)=[O:2])[CH3:17])[CH3:13])[CH:42]([CH3:43])[CH3:44])[CH2:38][CH2:39][CH:26]12)=[O:24])([CH3:20])([CH3:19])[CH3:21], predict the reactants needed to synthesize it. The reactants are: [C:1]([N:11]([CH3:17])[C@H:12]([C:14]([OH:16])=O)[CH3:13])([O:3][CH2:4][C:5]1[CH:10]=[CH:9][CH:8]=[CH:7][CH:6]=1)=[O:2].[C:18]([O:22][C:23]([N:25]1[CH2:29][CH:28]([O:30][C:31]2[CH:36]=[CH:35][CH:34]=[CH:33][CH:32]=2)[CH:27]2[N:37]([C:40](=[O:46])[CH:41]([NH2:45])[CH:42]([CH3:44])[CH3:43])[CH2:38][CH2:39][CH:26]12)=[O:24])([CH3:21])([CH3:20])[CH3:19].CN(C(ON1N=NC2C=CC=NC1=2)=[N+](C)C)C.F[P-](F)(F)(F)(F)F.CCN(C(C)C)C(C)C. (2) Given the product [O:8]=[C:9]1[CH2:13][CH2:12][N:11]([C:14]2[CH:23]=[C:18]([C:19]([O:21][CH3:22])=[O:20])[CH:17]=[C:16]([CH:15]=2)[C:24]([O:26][CH3:27])=[O:25])[CH2:10]1, predict the reactants needed to synthesize it. The reactants are: FC(F)(F)C(O)=O.[OH:8][CH:9]1[CH2:13][CH2:12][N:11]([C:14]2[CH:15]=[C:16]([C:24]([O:26][CH3:27])=[O:25])[CH:17]=[C:18]([CH:23]=2)[C:19]([O:21][CH3:22])=[O:20])[CH2:10]1.N1C=CC=CC=1.CS(C)=O.C1(N=C=NC2CCCCC2)CCCCC1.